Dataset: Peptide-MHC class II binding affinity with 134,281 pairs from IEDB. Task: Regression. Given a peptide amino acid sequence and an MHC pseudo amino acid sequence, predict their binding affinity value. This is MHC class II binding data. (1) The binding affinity (normalized) is 0.0217. The peptide sequence is MRNVFDDVVPADFKV. The MHC is HLA-DQA10102-DQB10602 with pseudo-sequence HLA-DQA10102-DQB10602. (2) The peptide sequence is AHCIGITDRDFIEGV. The MHC is DRB1_1501 with pseudo-sequence DRB1_1501. The binding affinity (normalized) is 0.0136. (3) The peptide sequence is SSVDRYRNRVLLL. The MHC is DRB4_0101 with pseudo-sequence DRB4_0103. The binding affinity (normalized) is 0.114. (4) The peptide sequence is LIEKINAGFKAAVAA. The MHC is DRB1_0101 with pseudo-sequence DRB1_0101. The binding affinity (normalized) is 0.669. (5) The peptide sequence is IRPRKTHESHLVRSW. The MHC is DRB3_0301 with pseudo-sequence DRB3_0301. The binding affinity (normalized) is 0.296.